This data is from Reaction yield outcomes from USPTO patents with 853,638 reactions. The task is: Predict the reaction yield, written as a fraction of the theoretical maximum amount of product (1.0 means a 100% yield; for example, 0.34 means a 34% yield). (1) The reactants are [C@H:1]1([NH:11][C:12]([C@@H:14]2[CH2:23][C:22]3[C:17](=[CH:18][C:19](OS(C(F)(F)F)(=O)=O)=[CH:20][CH:21]=3)[CH2:16][N:15]2[C:32]([O:34][C:35]([CH3:38])([CH3:37])[CH3:36])=[O:33])=[O:13])[C:10]2[C:5](=[CH:6][CH:7]=[CH:8][CH:9]=2)[CH2:4][CH2:3][CH2:2]1.CS(C)=O.CCN(CC)CC. The catalyst is CC([O-])=O.CC([O-])=O.[Pd+2].C1(P(C2C=CC=CC=2)CCCP(C2C=CC=CC=2)C2C=CC=CC=2)C=CC=CC=1.CO. The product is [C@H:1]1([NH:11][C:12]([C@@H:14]2[CH2:23][C:22]3[C:17](=[CH:18][C:19]([C:32]([O:34][CH3:35])=[O:33])=[CH:20][CH:21]=3)[CH2:16][N:15]2[C:32]([O:34][C:35]([CH3:36])([CH3:37])[CH3:38])=[O:33])=[O:13])[C:10]2[C:5](=[CH:6][CH:7]=[CH:8][CH:9]=2)[CH2:4][CH2:3][CH2:2]1. The yield is 0.910. (2) The reactants are [Na:1].COC1OCC([CH2:10][O:11][C:12]2[CH:17]=[CH:16][N:15]=[C:14]([CH2:18][S:19]([C:21]3[NH:25][C:24]4[CH:26]=[CH:27][CH:28]=[CH:29][C:23]=4[N:22]=3)=[O:20])[C:13]=2[CH3:30])CO1.[CH3:31][O:32][CH2:33][C:34]1([CH2:40]CO)[O:39][CH2:38][CH2:37][CH2:36][O:35]1. No catalyst specified. The product is [Na:1].[CH3:31][O:32][CH2:33][C:34]1([CH2:40][CH2:10][O:11][C:12]2[CH:17]=[CH:16][N:15]=[C:14]([CH2:18][S:19]([C:21]3[NH:25][C:24]4[CH:26]=[CH:27][CH:28]=[CH:29][C:23]=4[N:22]=3)=[O:20])[C:13]=2[CH3:30])[O:39][CH2:38][CH2:37][CH2:36][O:35]1. The yield is 0.0700. (3) The reactants are [C:1]1([CH:11]=[O:12])[C:10]2[C:5](=[CH:6][CH:7]=[CH:8][CH:9]=2)[CH:4]=[CH:3][CH:2]=1.[OH-:13].[K+]. The catalyst is C(O)C. The product is [CH3:2][C:1]([CH3:11])([CH2:10][OH:13])[CH:11]([C:1]1[C:10]2[C:5](=[CH:6][CH:7]=[CH:8][CH:9]=2)[CH:4]=[CH:3][CH:2]=1)[OH:12]. The yield is 0.981. (4) The reactants are [CH3:1][N:2]([CH3:6])[C:3](Cl)=[O:4].Cl.[NH2:8][C@H:9]1[CH2:18][C:17]2[C:12](=[CH:13][CH:14]=[C:15]([O:19][C:20]3[CH:25]=[CH:24][CH:23]=[CH:22][CH:21]=3)[CH:16]=2)[N:11]([OH:26])[C:10]1=[O:27]. The catalyst is N1C=CC=CC=1. The product is [NH2:8][C@H:9]1[CH2:18][C:17]2[C:12](=[CH:13][CH:14]=[C:15]([O:19][C:20]3[CH:25]=[CH:24][CH:23]=[CH:22][CH:21]=3)[CH:16]=2)[N:11]([O:26][C:3](=[O:4])[N:2]([CH3:6])[CH3:1])[C:10]1=[O:27]. The yield is 0.650. (5) The reactants are [CH:1]([C:3]1[CH:4]=[N:5][N:6]([CH2:8][C:9]([O:11]C(C)(C)C)=[O:10])[CH:7]=1)=[O:2].Cl. The catalyst is O1CCOCC1. The product is [CH:1]([C:3]1[CH:4]=[N:5][N:6]([CH2:8][C:9]([OH:11])=[O:10])[CH:7]=1)=[O:2]. The yield is 0.980. (6) The reactants are Cl[C:2]1[N:7]=[CH:6][C:5]([O:8][C:9]2[CH:10]=[C:11]([N:15]([CH3:17])[CH3:16])[CH:12]=[CH:13][CH:14]=2)=[CH:4][CH:3]=1.[CH2:18]([O:25][C:26]1[CH:27]=[C:28]([CH:30]=[CH:31][CH:32]=1)[NH2:29])[C:19]1[CH:24]=[CH:23][CH:22]=[CH:21][CH:20]=1.C1(P(C2C=CC=CC=2)C2C3OC4C(=CC=CC=4P(C4C=CC=CC=4)C4C=CC=CC=4)C(C)(C)C=3C=CC=2)C=CC=CC=1.C(=O)([O-])[O-].[Cs+].[Cs+]. The catalyst is O1CCOCC1.C(OCC)(=O)C. The product is [CH2:18]([O:25][C:26]1[CH:27]=[C:28]([NH:29][C:2]2[CH:3]=[CH:4][C:5]([O:8][C:9]3[CH:14]=[CH:13][CH:12]=[C:11]([N:15]([CH3:17])[CH3:16])[CH:10]=3)=[CH:6][N:7]=2)[CH:30]=[CH:31][CH:32]=1)[C:19]1[CH:20]=[CH:21][CH:22]=[CH:23][CH:24]=1. The yield is 0.530. (7) The reactants are [F:1][C:2]1[CH:7]=[CH:6][CH:5]=[C:4](I)[C:3]=1[C:9]1[C:13]([C:14]([O:16][CH2:17][CH3:18])=[O:15])=[C:12]([CH3:19])[O:11][N:10]=1.[CH2:20]([N:22](CC)CC)C.C[Si](C#N)(C)C. The catalyst is O.C1C=CC([P]([Pd]([P](C2C=CC=CC=2)(C2C=CC=CC=2)C2C=CC=CC=2)([P](C2C=CC=CC=2)(C2C=CC=CC=2)C2C=CC=CC=2)[P](C2C=CC=CC=2)(C2C=CC=CC=2)C2C=CC=CC=2)(C2C=CC=CC=2)C2C=CC=CC=2)=CC=1. The product is [CH2:17]([O:16][C:14]([C:13]1[C:9]([C:3]2[C:2]([F:1])=[CH:7][CH:6]=[CH:5][C:4]=2[C:20]#[N:22])=[N:10][O:11][C:12]=1[CH3:19])=[O:15])[CH3:18]. The yield is 0.820. (8) The reactants are [CH:1]1([C:4]2[O:5][C:6]3[C:7](=[C:9]([C:21]#[N:22])[C:10]([CH3:20])=[C:11]([C:15]([O:17]CC)=[CH2:16])[C:12]=3[O:13][CH3:14])[N:8]=2)[CH2:3][CH2:2]1.O.[Br:24]N1C(=O)CCC1=O. The catalyst is O1CCCC1. The product is [Br:24][CH2:17][C:15]([C:11]1[C:12]([O:13][CH3:14])=[C:6]2[O:5][C:4]([CH:1]3[CH2:3][CH2:2]3)=[N:8][C:7]2=[C:9]([C:21]#[N:22])[C:10]=1[CH3:20])=[O:16]. The yield is 0.810.